Dataset: Reaction yield outcomes from USPTO patents with 853,638 reactions. Task: Predict the reaction yield, written as a fraction of the theoretical maximum amount of product (1.0 means a 100% yield; for example, 0.34 means a 34% yield). (1) The yield is 0.570. The catalyst is C(O)C. The reactants are [CH3:1][CH:2]([CH3:6])[C:3](=[S:5])[NH2:4].Br[CH2:8][C:9](=O)[C:10]([O:12][CH2:13][CH3:14])=[O:11]. The product is [CH:2]([C:3]1[S:5][CH:8]=[C:9]([C:10]([O:12][CH2:13][CH3:14])=[O:11])[N:4]=1)([CH3:6])[CH3:1]. (2) The reactants are [F:1][C:2]1[CH:3]=[CH:4][C:5]([NH2:8])=[N:6][CH:7]=1.[H-].[Na+].Br[C:12]1[C:13]2[N:14]([C:19]([C:22]([NH:24][C:25]3[CH:30]=[CH:29][N:28]=[CH:27][C:26]=3[F:31])=[O:23])=[CH:20][N:21]=2)[N:15]=[C:16]([Cl:18])[CH:17]=1.O. The catalyst is CN(C=O)C. The product is [Cl:18][C:16]1[CH:17]=[C:12]([NH:8][C:5]2[CH:4]=[CH:3][C:2]([F:1])=[CH:7][N:6]=2)[C:13]2[N:14]([C:19]([C:22]([NH:24][C:25]3[CH:30]=[CH:29][N:28]=[CH:27][C:26]=3[F:31])=[O:23])=[CH:20][N:21]=2)[N:15]=1. The yield is 0.570. (3) The reactants are [NH2:1][C:2]1[C:3]([C:12]([NH2:14])=[O:13])=[N:4][C:5]([C:8]([F:11])([F:10])[F:9])=[CH:6][CH:7]=1.[CH2:15](OC(OCC)OCC)C. No catalyst specified. The product is [F:10][C:8]([F:11])([F:9])[C:5]1[CH:6]=[CH:7][C:2]2[N:1]=[CH:15][NH:14][C:12](=[O:13])[C:3]=2[N:4]=1. The yield is 0.954.